Dataset: Forward reaction prediction with 1.9M reactions from USPTO patents (1976-2016). Task: Predict the product of the given reaction. Given the reactants [CH2:1]([O:3][C:4]1[C:5](=[O:16])[O:6][C:7]2[CH:14]=[CH:13][C:12]([OH:15])=[CH:11][C:8]=2[C:9]=1[OH:10])[CH3:2].[C:17]([O:20][CH2:21][CH2:22][CH2:23][CH2:24]Br)(=[O:19])[CH3:18], predict the reaction product. The product is: [CH2:1]([O:3][C:4]1[C:5](=[O:16])[O:6][C:7]2[CH:14]=[CH:13][C:12]([O:15][CH2:24][CH2:23][CH2:22][CH2:21][O:20][C:17](=[O:19])[CH3:18])=[CH:11][C:8]=2[C:9]=1[OH:10])[CH3:2].